From a dataset of NCI-60 drug combinations with 297,098 pairs across 59 cell lines. Regression. Given two drug SMILES strings and cell line genomic features, predict the synergy score measuring deviation from expected non-interaction effect. Drug 1: C1=CN(C(=O)N=C1N)C2C(C(C(O2)CO)O)O.Cl. Drug 2: CC1=C2C(C(=O)C3(C(CC4C(C3C(C(C2(C)C)(CC1OC(=O)C(C(C5=CC=CC=C5)NC(=O)OC(C)(C)C)O)O)OC(=O)C6=CC=CC=C6)(CO4)OC(=O)C)O)C)O. Cell line: A498. Synergy scores: CSS=18.1, Synergy_ZIP=-8.39, Synergy_Bliss=-0.440, Synergy_Loewe=-3.92, Synergy_HSA=-1.75.